Task: Predict the product of the given reaction.. Dataset: Forward reaction prediction with 1.9M reactions from USPTO patents (1976-2016) (1) Given the reactants [NH:1]([C:3]1[CH:12]=[CH:11][CH:10]=[C:9]2[C:4]=1[CH:5]=[CH:6][CH:7]=[N:8]2)[NH2:2].CN(/[CH:16]=[C:17](/[C:22](=O)[CH:23]1[CH2:25][CH2:24]1)\[C:18]([O:20][CH3:21])=[O:19])C, predict the reaction product. The product is: [CH3:21][O:20][C:18]([C:17]1[CH:16]=[N:2][N:1]([C:3]2[CH:12]=[CH:11][CH:10]=[C:9]3[C:4]=2[CH:5]=[CH:6][CH:7]=[N:8]3)[C:22]=1[CH:23]1[CH2:25][CH2:24]1)=[O:19]. (2) Given the reactants [NH2:1][C:2]1[C:10]([Cl:11])=[CH:9][CH:8]=[CH:7][C:3]=1[C:4]([OH:6])=[O:5].[CH3:12]O.Cl, predict the reaction product. The product is: [NH2:1][C:2]1[C:10]([Cl:11])=[CH:9][CH:8]=[CH:7][C:3]=1[C:4]([O:6][CH3:12])=[O:5].